From a dataset of Forward reaction prediction with 1.9M reactions from USPTO patents (1976-2016). Predict the product of the given reaction. (1) Given the reactants [C:1]([N:5]1[C:9]([C:10]2[S:11][CH:12]=[CH:13][CH:14]=2)=[CH:8][C:7]([CH2:15][CH2:16][CH:17]=O)=[N:6]1)([CH3:4])([CH3:3])[CH3:2].[CH3:19][C:20]1[C:25]([CH3:26])=[CH:24][CH:23]=[CH:22][C:21]=1[N:27]1[CH2:32][CH2:31][NH:30][CH2:29][CH2:28]1.CCN(C(C)C)C(C)C.[BH-](OC(C)=O)(OC(C)=O)OC(C)=O.[Na+], predict the reaction product. The product is: [C:1]([N:5]1[C:9]([C:10]2[S:11][CH:12]=[CH:13][CH:14]=2)=[CH:8][C:7]([CH2:15][CH2:16][CH2:17][N:30]2[CH2:31][CH2:32][N:27]([C:21]3[CH:22]=[CH:23][CH:24]=[C:25]([CH3:26])[C:20]=3[CH3:19])[CH2:28][CH2:29]2)=[N:6]1)([CH3:4])([CH3:3])[CH3:2]. (2) Given the reactants [CH2:1]([O:3][C:4](=[O:17])[CH:5]([C:7]1[C:12]([F:13])=[CH:11][C:10]([O:14][CH3:15])=[CH:9][C:8]=1[F:16])[OH:6])[CH3:2].[CH2:18](I)[CH3:19], predict the reaction product. The product is: [CH2:1]([O:3][C:4](=[O:17])[CH:5]([C:7]1[C:12]([F:13])=[CH:11][C:10]([O:14][CH3:15])=[CH:9][C:8]=1[F:16])[O:6][CH2:18][CH3:19])[CH3:2]. (3) Given the reactants [BH4-].[Na+].[CH2:3]([O:10][CH2:11][CH2:12][O:13][C:14]1[CH:21]=[CH:20][C:17]([CH:18]=[O:19])=[CH:16][C:15]=1[O:22][C:23]([CH3:26])([CH3:25])[CH3:24])[C:4]1[CH:9]=[CH:8][CH:7]=[CH:6][CH:5]=1.CO.[Cl-].[NH4+], predict the reaction product. The product is: [CH2:3]([O:10][CH2:11][CH2:12][O:13][C:14]1[CH:21]=[CH:20][C:17]([CH2:18][OH:19])=[CH:16][C:15]=1[O:22][C:23]([CH3:26])([CH3:25])[CH3:24])[C:4]1[CH:9]=[CH:8][CH:7]=[CH:6][CH:5]=1. (4) Given the reactants [NH2:1][C:2]1[C:3]([C:9]([O:11][CH3:12])=[O:10])=[N:4][CH:5]=[C:6]([F:8])[CH:7]=1.[F:13][C:14]1[CH:19]=[CH:18][CH:17]=[C:16]([F:20])[C:15]=1B(O)O.O.CCOC(C)=O, predict the reaction product. The product is: [NH2:1][C:2]1[C:3]([C:9]([O:11][CH3:12])=[O:10])=[N:4][C:5]([C:15]2[C:14]([F:13])=[CH:19][CH:18]=[CH:17][C:16]=2[F:20])=[C:6]([F:8])[CH:7]=1. (5) Given the reactants [CH3:1][O:2][C:3]1[CH:28]=[CH:27][C:6]([CH2:7][N:8]2[C:12]3=[N:13][CH:14]=[CH:15][C:16]([O:17][C:18]4[CH:23]=[CH:22][C:21]([NH2:24])=[CH:20][C:19]=4[F:25])=[C:11]3[C:10](I)=[N:9]2)=[CH:5][CH:4]=1.[NH2:29][CH:30]1[CH2:35][CH2:34][CH2:33][CH:32]([OH:36])[CH2:31]1.C([O-])([O-])=O.[K+].[K+].N1CCC[C@H]1C(O)=O, predict the reaction product. The product is: [CH3:1][O:2][C:3]1[CH:28]=[CH:27][C:6]([CH2:7][N:8]2[C:12]3=[N:13][CH:14]=[CH:15][C:16]([O:17][C:18]4[CH:23]=[CH:22][C:21]([NH2:24])=[CH:20][C:19]=4[F:25])=[C:11]3[C:10]([NH:29][CH:30]3[CH2:35][CH2:34][CH2:33][CH:32]([OH:36])[CH2:31]3)=[N:9]2)=[CH:5][CH:4]=1. (6) The product is: [C:23]([OH:26])(=[O:25])[CH3:24].[C:62]([C:59]1[CH:58]=[CH:57][C:56]([NH:55][CH:43]([C:44]2[CH:49]=[C:48]([O:50][CH3:51])[C:47]([O:52][CH3:53])=[CH:46][C:45]=2[F:54])[C:39]2[NH:40][C:41](=[O:42])[N:37]([C:36]3[NH:35][N:34]=[CH:33][C:32]=3[C:30]([OH:31])=[O:29])[N:38]=2)=[CH:61][CH:60]=1)(=[NH:63])[NH2:64]. Given the reactants C(N(CC)CC)C.C(OC(OC(C)(C)C)=O)(OC(C)(C)C)=O.[C:23]([OH:26])(=[O:25])[CH3:24].C([O:29][C:30]([C:32]1[CH:33]=[N:34][NH:35][C:36]=1[N:37]1[C:41](=[O:42])[NH:40][C:39]([CH:43]([NH:55][C:56]2[CH:61]=[CH:60][C:59]([C:62](=[NH:64])[NH2:63])=[CH:58][CH:57]=2)[C:44]2[CH:49]=[C:48]([O:50][CH3:51])[C:47]([O:52][CH3:53])=[CH:46][C:45]=2[F:54])=[N:38]1)=[O:31])C, predict the reaction product. (7) Given the reactants C([O:8][C:9]1[CH:29]=[CH:28][C:12]([O:13][CH2:14][CH2:15][CH2:16][CH2:17][CH2:18][CH2:19][C:20]([C:22]2[O:23][C:24]([CH3:27])=[N:25][N:26]=2)=[O:21])=[CH:11][CH:10]=1)C1C=CC=CC=1, predict the reaction product. The product is: [OH:8][C:9]1[CH:29]=[CH:28][C:12]([O:13][CH2:14][CH2:15][CH2:16][CH2:17][CH2:18][CH2:19][C:20]([C:22]2[O:23][C:24]([CH3:27])=[N:25][N:26]=2)=[O:21])=[CH:11][CH:10]=1. (8) Given the reactants CN(CC1[N:15]=[N:16][N:17]([CH2:19][CH2:20][CH2:21][N:22]2[C:30](=[O:31])[C:29]3[C:24](=[CH:25][CH:26]=[CH:27][CH:28]=3)[C:23]2=[O:32])C=1)C1C2N=CC=CC=2CCC1.O=C1C2C(=CC=CC=2)C(=O)N1CCCN1C=C(C=O)N=N1.CN(CC#C)C1C2N=CC=CC=2CCC1.C(O[BH-](OC(=O)C)OC(=O)C)(=O)C.[Na+].C(=O)(O)[O-].[Na+], predict the reaction product. The product is: [N:17]([CH2:19][CH2:20][CH2:21][N:22]1[C:30](=[O:31])[C:29]2[C:24](=[CH:25][CH:26]=[CH:27][CH:28]=2)[C:23]1=[O:32])=[N+:16]=[N-:15]. (9) Given the reactants [F:1][C:2]([F:39])([F:38])[C:3]1[CH:4]=[C:5]([CH:31]=[C:32]([C:34]([F:37])([F:36])[F:35])[CH:33]=1)[CH2:6][N:7]([C@H:14]1[CH2:20][CH2:19][CH2:18][NH:17][C:16]2[C:21]([CH3:30])=[C:22]([C:26]([F:29])([F:28])[F:27])[C:23]([CH3:25])=[CH:24][C:15]1=2)[C:8]1[N:9]=[N:10][N:11]([CH3:13])[N:12]=1.N1C=CC=CC=1.[CH3:46][O:47][C:48](=[O:52])[C:49](Cl)=[O:50], predict the reaction product. The product is: [CH3:46][O:47][C:48](=[O:52])[C:49]([N:17]1[CH2:18][CH2:19][CH2:20][C@H:14]([N:7]([CH2:6][C:5]2[CH:31]=[C:32]([C:34]([F:37])([F:36])[F:35])[CH:33]=[C:3]([C:2]([F:1])([F:38])[F:39])[CH:4]=2)[C:8]2[N:9]=[N:10][N:11]([CH3:13])[N:12]=2)[C:15]2[CH:24]=[C:23]([CH3:25])[C:22]([C:26]([F:27])([F:28])[F:29])=[C:21]([CH3:30])[C:16]1=2)=[O:50].